From a dataset of Acute oral toxicity (LD50) regression data from Zhu et al.. Regression/Classification. Given a drug SMILES string, predict its toxicity properties. Task type varies by dataset: regression for continuous values (e.g., LD50, hERG inhibition percentage) or binary classification for toxic/non-toxic outcomes (e.g., AMES mutagenicity, cardiotoxicity, hepatotoxicity). Dataset: ld50_zhu. (1) The molecule is c1ccc2[nH]nnc2c1. The rat oral LD50 is 2.33, given as -log10 of the dose in mol/kg body weight (higher means more acutely toxic). (2) The compound is OC(O)C(Cl)(Cl)Cl. The rat oral LD50 is 2.54, given as -log10 of the dose in mol/kg body weight (higher means more acutely toxic). (3) The molecule is CCCCOC(=O)N(C)SN(C)C(=O)Oc1cccc2c1OC(C)(C)C2. The rat oral LD50 is 3.86, given as -log10 of the dose in mol/kg body weight (higher means more acutely toxic). (4) The molecule is CC(C)COCCO. The rat oral LD50 is 2.47, given as -log10 of the dose in mol/kg body weight (higher means more acutely toxic). (5) The drug is COC(N)=O. The rat oral LD50 is 1.48, given as -log10 of the dose in mol/kg body weight (higher means more acutely toxic).